Dataset: TCR-epitope binding with 47,182 pairs between 192 epitopes and 23,139 TCRs. Task: Binary Classification. Given a T-cell receptor sequence (or CDR3 region) and an epitope sequence, predict whether binding occurs between them. The epitope is LLWNGPMAV. The TCR CDR3 sequence is CASSFLTGQGETQYF. Result: 0 (the TCR does not bind to the epitope).